This data is from Peptide-MHC class I binding affinity with 185,985 pairs from IEDB/IMGT. The task is: Regression. Given a peptide amino acid sequence and an MHC pseudo amino acid sequence, predict their binding affinity value. This is MHC class I binding data. The peptide sequence is HPGSGKTRKY. The MHC is HLA-B35:01 with pseudo-sequence HLA-B35:01. The binding affinity (normalized) is 0.426.